Dataset: Catalyst prediction with 721,799 reactions and 888 catalyst types from USPTO. Task: Predict which catalyst facilitates the given reaction. (1) Reactant: [CH:1]1([O:7][CH2:8][CH2:9][CH2:10][CH2:11][O:12][C:13]2[CH:18]=[CH:17][C:16]([CH2:19][CH2:20][CH2:21][O:22][C:23]3[CH:28]=[CH:27][C:26]([C:29]([O:31]CC)=[O:30])=[CH:25][C:24]=3[CH2:34][C:35]([N:37]3[CH2:42][CH2:41][CH2:40][CH:39]([C:43]([O:45]CC)=[O:44])[CH2:38]3)=[O:36])=[CH:15][CH:14]=2)[CH2:6][CH2:5][CH2:4][CH2:3][CH2:2]1.[OH-].[Na+].C(O)(=O)C.Cl. Product: [C:29]([C:26]1[CH:27]=[CH:28][C:23]([O:22][CH2:21][CH2:20][CH2:19][C:16]2[CH:17]=[CH:18][C:13]([O:12][CH2:11][CH2:10][CH2:9][CH2:8][O:7][CH:1]3[CH2:6][CH2:5][CH2:4][CH2:3][CH2:2]3)=[CH:14][CH:15]=2)=[C:24]([CH2:34][C:35]([N:37]2[CH2:42][CH2:41][CH2:40][CH:39]([C:43]([OH:45])=[O:44])[CH2:38]2)=[O:36])[CH:25]=1)([OH:31])=[O:30]. The catalyst class is: 8. (2) Reactant: [CH3:1][C:2]([O:4][C@H:5]1[C:14]2[C@@:15]3([CH3:30])[C@@H:26]([CH2:27][O:28][CH3:29])[O:25][C:23](=[O:24])[C:17]4=[CH:18][O:19][C:20]([C:21](=[O:22])[C:13]=2[C@@H:8]2[CH2:9][CH2:10][C@H:11]([OH:12])[C@@:7]2([CH3:31])[CH2:6]1)=[C:16]34)=[O:3].Cl.[CH2:33]([NH2:35])[CH3:34].C(N(CC)CC)C.O. Product: [C:2]([O:4][C@H:5]1[C:14]2[C@:15]3([CH3:30])[C:16](/[C:17](=[CH:18]/[NH:35][CH2:33][CH3:34])/[C:23](=[O:24])[O:25][C@@H:26]3[CH2:27][O:28][CH3:29])=[C:20]([OH:19])[C:21](=[O:22])[C:13]=2[C@H:8]2[C@@:7]([CH3:31])([C@@H:11]([OH:12])[CH2:10][CH2:9]2)[CH2:6]1)(=[O:3])[CH3:1]. The catalyst class is: 2. (3) Reactant: [Br:1][CH2:2][CH2:3][CH2:4][CH2:5][CH2:6][OH:7].C1(C)C=CC(S([O-])(=O)=O)=CC=1.[NH+]1C=CC=CC=1.[O:25]1[CH:30]=[CH:29][CH2:28][CH2:27][CH2:26]1. Product: [Br:1][CH2:2][CH2:3][CH2:4][CH2:5][CH2:6][O:7][CH:26]1[CH2:27][CH2:28][CH2:29][CH2:30][O:25]1. The catalyst class is: 158.